Dataset: Full USPTO retrosynthesis dataset with 1.9M reactions from patents (1976-2016). Task: Predict the reactants needed to synthesize the given product. Given the product [Cl:17][C:11]1[CH:10]=[C:9]([CH:14]=[CH:13][C:12]=1[O:15][CH3:16])[NH:8][C:6]1[N:5]=[C:4]([NH:18][CH:19]2[CH2:25][CH2:24][CH2:23][CH2:22][CH2:21][CH2:20]2)[N:3]=[C:2]([O:32][C:33]2[CH:40]=[CH:39][C:36]([CH:37]=[O:38])=[CH:35][CH:34]=2)[N:7]=1, predict the reactants needed to synthesize it. The reactants are: Cl[C:2]1[N:7]=[C:6]([NH:8][C:9]2[CH:14]=[CH:13][C:12]([O:15][CH3:16])=[C:11]([Cl:17])[CH:10]=2)[N:5]=[C:4]([NH:18][CH:19]2[CH2:25][CH2:24][CH2:23][CH2:22][CH2:21][CH2:20]2)[N:3]=1.C(=O)([O-])[O-].[K+].[K+].[OH:32][C:33]1[CH:40]=[CH:39][C:36]([CH:37]=[O:38])=[CH:35][CH:34]=1.